Task: Predict the reaction yield, written as a fraction of the theoretical maximum amount of product (1.0 means a 100% yield; for example, 0.34 means a 34% yield).. Dataset: Reaction yield outcomes from USPTO patents with 853,638 reactions (1) The catalyst is ClCCl.CC(N(C)C)=O. The reactants are [NH2:1][C@H:2]1[CH2:7][CH2:6][N:5]([C:8]([O:10][C:11]([CH3:14])([CH3:13])[CH3:12])=[O:9])[CH2:4][C@H:3]1[O:15][CH2:16][C:17]([F:20])([F:19])[CH3:18].[Cl:21][C:22]1[N:23]=[C:24]([C:29](O)=[O:30])[NH:25][C:26]=1[CH2:27][CH3:28].CCN=C=NCCCN(C)C.Cl.C1C=CC2N(O)N=NC=2C=1. The product is [Cl:21][C:22]1[N:23]=[C:24]([C:29]([NH:1][C@H:2]2[CH2:7][CH2:6][N:5]([C:8]([O:10][C:11]([CH3:12])([CH3:13])[CH3:14])=[O:9])[CH2:4][C@H:3]2[O:15][CH2:16][C:17]([F:20])([F:19])[CH3:18])=[O:30])[NH:25][C:26]=1[CH2:27][CH3:28]. The yield is 0.940. (2) The reactants are [CH:1]([C:3]1[CH:4]=[CH:5][C:6]([OH:12])=[C:7]([CH:11]=1)[C:8]([OH:10])=[O:9])=[O:2].[N+:13]([O-])([OH:15])=[O:14]. The catalyst is S(=O)(=O)(O)O. The product is [CH:1]([C:3]1[CH:4]=[C:5]([N+:13]([O-:15])=[O:14])[C:6]([OH:12])=[C:7]([CH:11]=1)[C:8]([OH:10])=[O:9])=[O:2]. The yield is 0.866. (3) The reactants are [C:1]([O:5][C:6]([NH:8][C@@:9]12[CH2:15][CH2:14][C@:13]1([CH3:16])[C:12](=O)[N:11]([C@@H:18]([C:20]1[CH:25]=[CH:24][CH:23]=[CH:22][CH:21]=1)[CH3:19])[CH2:10]2)=[O:7])([CH3:4])([CH3:3])[CH3:2].C(O)C.O.C(N(CC)CC)C. The catalyst is O1CCCC1. The product is [C:1]([O:5][C:6]([NH:8][C@@:9]12[CH2:15][CH2:14][C@@:13]1([CH3:16])[CH2:12][N:11]([C@@H:18]([C:20]1[CH:21]=[CH:22][CH:23]=[CH:24][CH:25]=1)[CH3:19])[CH2:10]2)=[O:7])([CH3:2])([CH3:3])[CH3:4]. The yield is 0.350. (4) The reactants are I[C:2]1[CH:3]=[C:4]([O:21][C:22]([F:25])([F:24])[F:23])[CH:5]=[C:6]2[C:11]=1[O:10][CH:9]([C:12]([F:15])([F:14])[F:13])[C:8]([C:16]([O:18][CH2:19][CH3:20])=[O:17])=[CH:7]2.[N:26]1[CH:31]=[CH:30][CH:29]=[CH:28][C:27]=1[C:32]#[CH:33]. The catalyst is C1(C)C=CC=CC=1.[Cu]I.C1C=CC(P(C2C=CC=CC=2)[C-]2C=CC=C2)=CC=1.C1C=CC(P(C2C=CC=CC=2)[C-]2C=CC=C2)=CC=1.Cl[Pd]Cl.[Fe+2].C(Cl)Cl. The product is [N:26]1[CH:31]=[CH:30][CH:29]=[CH:28][C:27]=1[C:32]#[C:33][C:2]1[CH:3]=[C:4]([O:21][C:22]([F:24])([F:23])[F:25])[CH:5]=[C:6]2[C:11]=1[O:10][CH:9]([C:12]([F:14])([F:15])[F:13])[C:8]([C:16]([O:18][CH2:19][CH3:20])=[O:17])=[CH:7]2. The yield is 0.770. (5) The product is [C:4]([O:3][C:1](=[O:2])[NH:8][C:9]1[CH:17]=[CH:16][CH:15]=[C:11]([C:12](=[O:14])[NH:45][C:44]2[CH:46]=[CH:47][CH:48]=[CH:49][C:43]=2[Cl:42])[CH:10]=1)([CH3:5])([CH3:6])[CH3:7]. The reactants are [C:1]([NH:8][C:9]1[CH:10]=[C:11]([CH:15]=[CH:16][CH:17]=1)[C:12]([OH:14])=O)([O:3][C:4]([CH3:7])([CH3:6])[CH3:5])=[O:2].CN(C(ON1N=NC2C=CC=NC1=2)=[N+](C)C)C.F[P-](F)(F)(F)(F)F.[Cl:42][C:43]1[CH:49]=[CH:48][CH:47]=[CH:46][C:44]=1[NH2:45].C(N(CC)C(C)C)(C)C. The catalyst is CN(C=O)C. The yield is 0.930. (6) The reactants are Br[C:2]1[CH:7]=[CH:6][C:5]([O:8][CH2:9][C:10]2[CH:15]=[CH:14][CH:13]=[CH:12][CH:11]=2)=[CH:4][C:3]=1[CH:16]([CH3:18])[CH3:17].C([Li])CCC.[B:24](OCC)([O:28]CC)[O:25]CC. The catalyst is C1COCC1. The product is [CH2:9]([O:8][C:5]1[CH:6]=[CH:7][C:2]([B:24]([OH:28])[OH:25])=[C:3]([CH:16]([CH3:18])[CH3:17])[CH:4]=1)[C:10]1[CH:15]=[CH:14][CH:13]=[CH:12][CH:11]=1. The yield is 0.430. (7) The reactants are C(OC([N:8]([C:10]1[CH:15]=[CH:14][CH:13]=[C:12]([N:16]2[CH2:21][CH2:20][O:19][CH2:18][CH2:17]2)[CH:11]=1)[NH2:9])=O)(C)(C)C.[ClH:22]. The catalyst is CO.O1CCOCC1. The product is [ClH:22].[ClH:22].[ClH:22].[N:16]1([C:12]2[CH:11]=[C:10]([NH:8][NH2:9])[CH:15]=[CH:14][CH:13]=2)[CH2:17][CH2:18][O:19][CH2:20][CH2:21]1. The yield is 1.00.